This data is from Catalyst prediction with 721,799 reactions and 888 catalyst types from USPTO. The task is: Predict which catalyst facilitates the given reaction. (1) Reactant: I[C:2]1[N:6]([C:7]2[CH:12]=[CH:11][CH:10]=[CH:9][CH:8]=2)[N:5]=[C:4]([NH2:13])[CH:3]=1.[Cl:14][C:15]1[CH:16]=[C:17](B2OC(C)(C)C(C)(C)O2)[CH:18]=[C:19]([CH2:21][O:22][C:23]([CH3:29])([CH3:28])[C:24]([F:27])([F:26])[F:25])[CH:20]=1.C1(P(C2CCCCC2)C2CCCCC2)CCCCC1.C(=O)([O-])[O-].[Na+].[Na+]. Product: [Cl:14][C:15]1[CH:16]=[C:17]([C:2]2[N:6]([C:7]3[CH:12]=[CH:11][CH:10]=[CH:9][CH:8]=3)[N:5]=[C:4]([NH2:13])[CH:3]=2)[CH:18]=[C:19]([CH2:21][O:22][C:23]([CH3:29])([CH3:28])[C:24]([F:25])([F:26])[F:27])[CH:20]=1. The catalyst class is: 848. (2) Reactant: [CH3:1][N:2]([CH3:19])[CH2:3][CH2:4][CH2:5][O:6][C:7]1[CH:12]=[CH:11][C:10]([CH2:13]C(=O)CC#N)=[CH:9][CH:8]=1.[NH2:20][C:21]1[CH:25]=[CH:24][NH:23][N:22]=1.NN. Product: [CH3:19][N:2]([CH3:1])[CH2:3][CH2:4][CH2:5][O:6][C:7]1[CH:8]=[CH:9][C:10]([CH2:13][C:24]2[CH:25]=[C:21]([NH2:20])[NH:22][N:23]=2)=[CH:11][CH:12]=1. The catalyst class is: 14. (3) Reactant: [CH3:1][O:2][C:3]1[CH:12]=[CH:11][C:6]([C:7]([O:9]C)=[O:8])=[CH:5][C:4]=1[C:13]#[C:14][C:15]1[CH:20]=[CH:19][CH:18]=[CH:17][N:16]=1.O.[OH-].[Li+]. Product: [CH3:1][O:2][C:3]1[CH:12]=[CH:11][C:6]([C:7]([OH:9])=[O:8])=[CH:5][C:4]=1[C:13]#[C:14][C:15]1[CH:20]=[CH:19][CH:18]=[CH:17][N:16]=1. The catalyst class is: 87. (4) Reactant: C[O:2][C:3](=[O:43])[C:4]1[CH:9]=[CH:8][C:7]([CH2:10][C:11]2([C:34](=[O:42])[NH:35][CH:36]3[CH2:41][CH2:40][CH2:39][CH2:38][CH2:37]3)[CH2:16][CH2:15][N:14]([C:17](=[O:33])[CH:18]([NH:25][C:26]([O:28][C:29]([CH3:32])([CH3:31])[CH3:30])=[O:27])[CH2:19][C:20]3[S:21][CH:22]=[CH:23][CH:24]=3)[CH2:13][CH2:12]2)=[CH:6][CH:5]=1.[OH-].[Na+]. Product: [C:29]([O:28][C:26]([NH:25][C@@H:18]([CH2:19][C:20]1[S:21][CH:22]=[CH:23][CH:24]=1)[C:17]([N:14]1[CH2:15][CH2:16][C:11]([CH2:10][C:7]2[CH:6]=[CH:5][C:4]([C:3]([OH:43])=[O:2])=[CH:9][CH:8]=2)([C:34](=[O:42])[NH:35][CH:36]2[CH2:37][CH2:38][CH2:39][CH2:40][CH2:41]2)[CH2:12][CH2:13]1)=[O:33])=[O:27])([CH3:32])([CH3:30])[CH3:31]. The catalyst class is: 36. (5) Reactant: [C:1]([C@@H:4]1[CH2:8][CH2:7][CH2:6][N:5]1[C:9]([O:11][C:12]([CH3:15])([CH3:14])[CH3:13])=[O:10])(=O)[NH2:2].ClC1N=C(Cl)N=C(Cl)N=1. Product: [C:1]([C@@H:4]1[CH2:8][CH2:7][CH2:6][N:5]1[C:9]([O:11][C:12]([CH3:15])([CH3:14])[CH3:13])=[O:10])#[N:2]. The catalyst class is: 3.